From a dataset of Forward reaction prediction with 1.9M reactions from USPTO patents (1976-2016). Predict the product of the given reaction. (1) Given the reactants [CH3:1][C:2]1[CH:3]=[CH:4][N:5]2[C:10]=1[C:9](=[O:11])[N:8]([C:12]1[CH:17]=[CH:16][CH:15]=[CH:14][CH:13]=1)[C:7]([C@@H:18]([NH:20][C:21]1[C:22]3[C:29]([C:30]4[CH:31]=[C:32]([NH:36][S:37]([CH3:40])(=[O:39])=[O:38])[CH:33]=[CH:34][CH:35]=4)=[CH:28][N:27](COCC[Si](C)(C)C)[C:23]=3[N:24]=[CH:25][N:26]=1)[CH3:19])=[N:6]2.FC(F)(F)C(O)=O.N, predict the reaction product. The product is: [CH3:1][C:2]1[CH:3]=[CH:4][N:5]2[C:10]=1[C:9](=[O:11])[N:8]([C:12]1[CH:17]=[CH:16][CH:15]=[CH:14][CH:13]=1)[C:7]([C@@H:18]([NH:20][C:21]1[C:22]3[C:29]([C:30]4[CH:31]=[C:32]([NH:36][S:37]([CH3:40])(=[O:39])=[O:38])[CH:33]=[CH:34][CH:35]=4)=[CH:28][NH:27][C:23]=3[N:24]=[CH:25][N:26]=1)[CH3:19])=[N:6]2. (2) Given the reactants [C:1]1([CH:7](O)[CH2:8][CH3:9])[CH:6]=[CH:5][CH:4]=[CH:3][CH:2]=1.[H][H], predict the reaction product. The product is: [CH3:9][CH:8]=[CH:7][C:1]1[CH:6]=[CH:5][CH:4]=[CH:3][CH:2]=1. (3) Given the reactants [N:1]([CH2:4][C:5]1[N:6]=[C:7]([C:11]2[CH:16]=[CH:15][C:14]([C:17]([F:20])([F:19])[F:18])=[CH:13][CH:12]=2)[O:8][C:9]=1[CH3:10])=[N+]=[N-].[H][H], predict the reaction product. The product is: [CH3:10][C:9]1[O:8][C:7]([C:11]2[CH:12]=[CH:13][C:14]([C:17]([F:20])([F:19])[F:18])=[CH:15][CH:16]=2)=[N:6][C:5]=1[CH2:4][NH2:1]. (4) Given the reactants I[C:2]1[N:3]=[C:4]([CH:15]=[O:16])[N:5]([CH2:7][CH2:8][C:9]2[CH:14]=[CH:13][CH:12]=[CH:11][CH:10]=2)[CH:6]=1.C(C1N=C[N:27]([CH2:29][CH2:30][C:31]2[CH:36]=[CH:35]C=CC=2)[CH:28]=1)C1C=CC=CC=1.C[C:38]([C:46]1N=CNC=1)([C:40]1[CH:45]=[CH:44][CH:43]=[CH:42][CH:41]=1)[CH3:39], predict the reaction product. The product is: [CH3:46][C:38]([C:2]1[N:3]=[C:4]2[N:5]([CH2:7][CH2:8][C:9]3[CH:14]=[CH:13][CH:12]=[CH:11][C:10]=3[CH:15]2[O:16][CH:31]2[CH2:30][CH2:29][N:27]([CH3:28])[CH2:35][CH2:36]2)[CH:6]=1)([C:40]1[CH:41]=[CH:42][CH:43]=[CH:44][CH:45]=1)[CH3:39].